From a dataset of Full USPTO retrosynthesis dataset with 1.9M reactions from patents (1976-2016). Predict the reactants needed to synthesize the given product. The reactants are: [S:1]1[C:5]2[CH2:6][CH2:7][NH:8][CH2:9][CH:10]([OH:11])[C:4]=2[CH:3]=[CH:2]1.[Cl:12][C:13]1[CH:14]=[C:15](F)[CH:16]=[CH:17][C:18]=1[Cl:19]. Given the product [ClH:12].[Cl:12][C:13]1[CH:14]=[C:15]([O:11][CH:10]2[CH2:9][NH:8][CH2:7][CH2:6][C:5]3[S:1][CH:2]=[CH:3][C:4]2=3)[CH:16]=[CH:17][C:18]=1[Cl:19], predict the reactants needed to synthesize it.